Predict the product of the given reaction. From a dataset of Forward reaction prediction with 1.9M reactions from USPTO patents (1976-2016). Given the reactants [F:1][C:2]1[C:23]([F:24])=[CH:22][C:5]2[N:6]([CH:10]3[CH2:15][CH2:14][N:13]([C:16]4([CH3:21])[CH2:20][CH2:19][NH:18][CH2:17]4)[CH2:12][CH2:11]3)[C:7](=[O:9])[NH:8][C:4]=2[CH:3]=1.[C:25](Cl)(=[O:29])[O:26][CH2:27][CH3:28], predict the reaction product. The product is: [F:1][C:2]1[C:23]([F:24])=[CH:22][C:5]2[N:6]([CH:10]3[CH2:11][CH2:12][N:13]([C:16]4([CH3:21])[CH2:20][CH2:19][N:18]([C:25]([O:26][CH2:27][CH3:28])=[O:29])[CH2:17]4)[CH2:14][CH2:15]3)[C:7](=[O:9])[NH:8][C:4]=2[CH:3]=1.